Dataset: Catalyst prediction with 721,799 reactions and 888 catalyst types from USPTO. Task: Predict which catalyst facilitates the given reaction. (1) Reactant: Cl[C:2]1[C:7]([C:8]([O:10][CH2:11][CH3:12])=[O:9])=[CH:6][N:5]=[C:4]([S:13][CH3:14])[N:3]=1.[CH2:15]([NH2:17])[CH3:16]. Product: [CH2:15]([NH:17][C:2]1[C:7]([C:8]([O:10][CH2:11][CH3:12])=[O:9])=[CH:6][N:5]=[C:4]([S:13][CH3:14])[N:3]=1)[CH3:16]. The catalyst class is: 23. (2) Reactant: [CH2:1]([N:3]([CH2:23][CH3:24])[C:4]([C:6]1[CH:19]=[CH:18][C:9]([NH:10][CH2:11][CH2:12][C:13]([O:15][CH2:16][CH3:17])=[O:14])=[C:8]([N+:20]([O-])=O)[CH:7]=1)=[O:5])[CH3:2]. Product: [NH2:20][C:8]1[CH:7]=[C:6]([C:4]([N:3]([CH2:23][CH3:24])[CH2:1][CH3:2])=[O:5])[CH:19]=[CH:18][C:9]=1[NH:10][CH2:11][CH2:12][C:13]([O:15][CH2:16][CH3:17])=[O:14]. The catalyst class is: 99. (3) Reactant: Br[CH2:2][C:3]1[C:7]([CH3:8])=[N:6][N:5]([C:9]2[CH:14]=[CH:13][CH:12]=[CH:11][CH:10]=2)[N:4]=1.[C-:15]#[N:16].[Na+]. Product: [CH3:8][C:7]1[C:3]([CH2:2][C:15]#[N:16])=[N:4][N:5]([C:9]2[CH:14]=[CH:13][CH:12]=[CH:11][CH:10]=2)[N:6]=1. The catalyst class is: 3. (4) Reactant: [NH2:1][C:2]1[N:3]=[CH:4][C:5]([C:8]2[CH2:13][CH2:12][CH2:11][CH:10]([OH:14])[CH:9]=2)=[N:6][CH:7]=1.[C:15]([Si:19](Cl)([CH3:21])[CH3:20])([CH3:18])([CH3:17])[CH3:16].N1C=CN=C1. Product: [Si:19]([O:14][CH:10]1[CH2:11][CH2:12][CH2:13][C:8]([C:5]2[N:6]=[CH:7][C:2]([NH2:1])=[N:3][CH:4]=2)=[CH:9]1)([C:15]([CH3:18])([CH3:17])[CH3:16])([CH3:21])[CH3:20]. The catalyst class is: 3. (5) Reactant: [OH:1][CH2:2][C@@H:3]1[C@@H:8]([NH:9][C:10](=[O:16])[O:11][C:12]([CH3:15])([CH3:14])[CH3:13])[CH2:7][CH2:6][O:5][CH2:4]1.[Cl:17][C:18]1[CH:19]=[N:20][C:21]([C:24]2[CH:29]=[CH:28][C:27](O)=[CH:26][CH:25]=2)=[N:22][CH:23]=1.C(P(CCCC)CCCC)CCC.C1CCN(C(N=NC(N2CCCCC2)=O)=O)CC1.[OH-].[Na+]. Product: [Cl:17][C:18]1[CH:23]=[N:22][C:21]([C:24]2[CH:29]=[CH:28][C:27]([O:1][CH2:2][C@@H:3]3[C@@H:8]([NH:9][C:10](=[O:16])[O:11][C:12]([CH3:13])([CH3:15])[CH3:14])[CH2:7][CH2:6][O:5][CH2:4]3)=[CH:26][CH:25]=2)=[N:20][CH:19]=1. The catalyst class is: 1. (6) The catalyst class is: 12. Product: [CH3:1][C:2]1[CH:3]=[CH:4][C:5]([CH3:18])=[C:6]([O:8][CH2:9][CH2:10][CH2:11][C:12]([C:15]([OH:17])=[O:16])([CH3:13])[CH3:14])[CH:7]=1.[C:21]1(=[O:26])[NH:20][C:24](=[O:25])[CH2:23][CH2:22]1. Reactant: [CH3:1][C:2]1[CH:3]=[CH:4][C:5]([CH3:18])=[C:6]([O:8][CH2:9][CH2:10][CH2:11][C:12]([C:15]([OH:17])=[O:16])([CH3:14])[CH3:13])[CH:7]=1.O[N:20]1[C:24](=[O:25])[CH2:23][CH2:22][C:21]1=[O:26].C1(N=C=NC2CCCCC2)CCCCC1. (7) Reactant: [CH2:1]([O:3][C:4]([C:6]1[CH2:10][CH2:9][CH2:8][C:7]=1[C:11]1[CH:12]=[C:13]2[C:17](=[CH:18][CH:19]=1)[NH:16][CH:15]=[C:14]2[C:20]#[N:21])=[O:5])[CH3:2]. Product: [CH2:1]([O:3][C:4]([C@@H:6]1[CH2:10][CH2:9][CH2:8][C@@H:7]1[C:11]1[CH:12]=[C:13]2[C:17](=[CH:18][CH:19]=1)[NH:16][CH:15]=[C:14]2[C:20]#[N:21])=[O:5])[CH3:2]. The catalyst class is: 19. (8) Reactant: [N:1]1([C:7](=[O:29])[CH2:8][CH2:9][CH:10]=[CH:11][CH2:12][CH:13]=[CH:14][CH2:15][CH:16]=[CH:17][CH2:18][CH:19]=[CH:20][CH2:21][CH:22]=[CH:23][CH2:24][CH:25]=[CH:26][CH2:27][CH3:28])[CH2:6][CH2:5][NH:4][CH2:3][CH2:2]1.[C:30](O)(=[O:38])[C:31]1[C:32](=[CH:34][CH:35]=[CH:36][CH:37]=1)[OH:33].CCN(CC)CC.CN(C(ON1N=NC2C=CC=NC1=2)=[N+](C)C)C.F[P-](F)(F)(F)(F)F. Product: [OH:33][C:32]1[CH:34]=[CH:35][CH:36]=[CH:37][C:31]=1[C:30]([N:4]1[CH2:5][CH2:6][N:1]([C:7](=[O:29])[CH2:8][CH2:9][CH:10]=[CH:11][CH2:12][CH:13]=[CH:14][CH2:15][CH:16]=[CH:17][CH2:18][CH:19]=[CH:20][CH2:21][CH:22]=[CH:23][CH2:24][CH:25]=[CH:26][CH2:27][CH3:28])[CH2:2][CH2:3]1)=[O:38]. The catalyst class is: 23.